From a dataset of Full USPTO retrosynthesis dataset with 1.9M reactions from patents (1976-2016). Predict the reactants needed to synthesize the given product. (1) Given the product [F:9][C:8]([F:11])([F:10])[C:3]1[CH:4]=[CH:5][C:6]([N:12]2[CH2:17][CH2:16][NH:15][CH2:14][CH2:13]2)=[CH:7][CH:2]=1, predict the reactants needed to synthesize it. The reactants are: Cl[C:2]1[CH:7]=[CH:6][CH:5]=[CH:4][C:3]=1[C:8]([F:11])([F:10])[F:9].[NH:12]1[CH2:17][CH2:16][NH:15][CH2:14][CH2:13]1.[OH-].[Na+]. (2) Given the product [OH:10][C:6]1[C:7](=[O:9])[CH:8]=[C:3]([CH2:2][N:11]2[CH2:16][CH2:15][O:14][CH2:13][CH2:12]2)[O:4][CH:5]=1, predict the reactants needed to synthesize it. The reactants are: Br[CH2:2][C:3]1[O:4][CH:5]=[C:6]([OH:10])[C:7](=[O:9])[CH:8]=1.[NH:11]1[CH2:16][CH2:15][O:14][CH2:13][CH2:12]1. (3) Given the product [C:1]([O:5][C:6](=[O:28])[NH:7][CH2:8][C:9]1[CH:14]=[C:13]([O:15][C:16]2[CH:21]=[C:20]([CH3:22])[CH:19]=[C:18]([O:23][CH3:24])[CH:17]=2)[CH:12]=[CH:11][C:10]=1[NH2:25])([CH3:4])([CH3:2])[CH3:3], predict the reactants needed to synthesize it. The reactants are: [C:1]([O:5][C:6](=[O:28])[NH:7][CH2:8][C:9]1[CH:14]=[C:13]([O:15][C:16]2[CH:21]=[C:20]([CH3:22])[CH:19]=[C:18]([O:23][CH3:24])[CH:17]=2)[CH:12]=[CH:11][C:10]=1[N+:25]([O-])=O)([CH3:4])([CH3:3])[CH3:2].[Cl-].[NH4+].C(O)C. (4) Given the product [O:33]=[C:30]1[CH2:6][CH2:7][N:8]([C:11]2[N:12]=[C:13]([NH:27][CH3:28])[C:14]3[N:15]=[C:16]([NH:23][NH:12][CH2:13][CH2:14][CH3:19])[N:17]=[C:18]([NH:21][CH3:22])[C:19]=3[N:20]=2)[CH2:9][CH2:10]1, predict the reactants needed to synthesize it. The reactants are: O1C2([CH2:10][CH2:9][N:8]([C:11]3[N:12]=[C:13]([NH:27][CH3:28])[C:14]4[N:15]=[C:16]([NH:23]CCC)[N:17]=[C:18]([NH:21][CH3:22])[C:19]=4[N:20]=3)[CH2:7][CH2:6]2)OCC1.Cl.[C:30]([O-:33])(O)=O.[Na+]. (5) Given the product [NH2:25][C:21]1[CH:20]=[C:19]([O:18][C:10]2[CH:11]=[C:12]3[C:16](=[CH:17][C:9]=2[O:8][CH2:7][CH2:6][O:5][CH2:3][CH3:4])[N:15]([C:28]([NH:27][CH3:26])=[O:29])[CH:14]=[CH:13]3)[CH:24]=[CH:23][N:22]=1, predict the reactants needed to synthesize it. The reactants are: [H-].[Na+].[CH2:3]([O:5][CH2:6][CH2:7][O:8][C:9]1[CH:17]=[C:16]2[C:12]([CH:13]=[CH:14][NH:15]2)=[CH:11][C:10]=1[O:18][C:19]1[CH:24]=[CH:23][N:22]=[C:21]([NH2:25])[CH:20]=1)[CH3:4].[CH3:26][NH:27][C:28](=O)[O:29]C1C=CC=CC=1.O. (6) Given the product [Br:1][C:2]1[CH:14]=[CH:13][C:12]2[C:11]3[C:6](=[CH:7][C:8]([Br:15])=[CH:9][CH:10]=3)[C:5]([CH2:16][CH2:17][OH:18])([CH2:19][CH2:20][OH:21])[C:4]=2[CH:3]=1, predict the reactants needed to synthesize it. The reactants are: [Br:1][C:2]1[CH:14]=[CH:13][C:12]2[C:11]3[C:6](=[CH:7][C:8]([Br:15])=[CH:9][CH:10]=3)[C:5]([CH2:19][CH:20]=[O:21])([CH2:16][CH:17]=[O:18])[C:4]=2[CH:3]=1.[BH4-].[Na+].